From a dataset of Full USPTO retrosynthesis dataset with 1.9M reactions from patents (1976-2016). Predict the reactants needed to synthesize the given product. (1) Given the product [CH:16]([CH:13]1[C:12](=[O:19])[NH:11][C:10]2[CH:9]=[C:8]([O:20][CH3:21])[CH:7]=[C:6]([CH3:5])[C:15]=2[O:14]1)([CH3:18])[CH3:17], predict the reactants needed to synthesize it. The reactants are: C(O[CH2:5][C:6]1[C:15]2[O:14][CH:13]([CH:16]([CH3:18])[CH3:17])[C:12](=[O:19])[NH:11][C:10]=2[CH:9]=[C:8]([O:20][CH3:21])[CH:7]=1)(=O)C. (2) Given the product [CH3:20][O:21][C:22](=[O:48])[C@@H:23]([NH:33][C:34]([C:36]1[C:41]([CH3:42])=[N:40][C:39]([NH:43][CH2:44][C:45]#[C:46][C:2]2[CH:10]=[CH:9][CH:8]=[C:7]3[C:3]=2[CH:4]=[N:5][NH:6]3)=[N:38][C:37]=1[CH3:47])=[O:35])[CH2:24][NH:25][C:26]([C:28]1[S:29][CH:30]=[CH:31][CH:32]=1)=[O:27], predict the reactants needed to synthesize it. The reactants are: Br[C:2]1[CH:10]=[CH:9][CH:8]=[C:7]2[C:3]=1[CH:4]=[N:5][NH:6]2.CCN(C(C)C)C(C)C.[CH3:20][O:21][C:22](=[O:48])[C@@H:23]([NH:33][C:34]([C:36]1[C:37]([CH3:47])=[N:38][C:39]([NH:43][CH2:44][C:45]#[CH:46])=[N:40][C:41]=1[CH3:42])=[O:35])[CH2:24][NH:25][C:26]([C:28]1[S:29][CH:30]=[CH:31][CH:32]=1)=[O:27].